Task: Regression. Given two drug SMILES strings and cell line genomic features, predict the synergy score measuring deviation from expected non-interaction effect.. Dataset: NCI-60 drug combinations with 297,098 pairs across 59 cell lines (1) Drug 1: C1C(C(OC1N2C=C(C(=O)NC2=O)F)CO)O. Drug 2: C(=O)(N)NO. Cell line: HS 578T. Synergy scores: CSS=25.3, Synergy_ZIP=-6.27, Synergy_Bliss=0.382, Synergy_Loewe=-73.5, Synergy_HSA=1.27. (2) Drug 1: CCC1(CC2CC(C3=C(CCN(C2)C1)C4=CC=CC=C4N3)(C5=C(C=C6C(=C5)C78CCN9C7C(C=CC9)(C(C(C8N6C=O)(C(=O)OC)O)OC(=O)C)CC)OC)C(=O)OC)O.OS(=O)(=O)O. Drug 2: CC1CCC2CC(C(=CC=CC=CC(CC(C(=O)C(C(C(=CC(C(=O)CC(OC(=O)C3CCCCN3C(=O)C(=O)C1(O2)O)C(C)CC4CCC(C(C4)OC)O)C)C)O)OC)C)C)C)OC. Cell line: MALME-3M. Synergy scores: CSS=14.9, Synergy_ZIP=-5.34, Synergy_Bliss=-0.402, Synergy_Loewe=-15.6, Synergy_HSA=-0.816. (3) Drug 1: CS(=O)(=O)OCCCCOS(=O)(=O)C. Drug 2: C1C(C(OC1N2C=NC(=NC2=O)N)CO)O. Cell line: SK-OV-3. Synergy scores: CSS=-3.23, Synergy_ZIP=4.10, Synergy_Bliss=5.51, Synergy_Loewe=-0.619, Synergy_HSA=-0.390. (4) Drug 1: C1CCN(CC1)CCOC2=CC=C(C=C2)C(=O)C3=C(SC4=C3C=CC(=C4)O)C5=CC=C(C=C5)O. Drug 2: CCN(CC)CCCC(C)NC1=C2C=C(C=CC2=NC3=C1C=CC(=C3)Cl)OC. Cell line: HCC-2998. Synergy scores: CSS=28.1, Synergy_ZIP=2.52, Synergy_Bliss=-0.323, Synergy_Loewe=-21.1, Synergy_HSA=-3.40. (5) Drug 1: C1CN1C2=NC(=NC(=N2)N3CC3)N4CC4. Drug 2: COC1=C(C=C2C(=C1)N=CN=C2NC3=CC(=C(C=C3)F)Cl)OCCCN4CCOCC4. Cell line: MDA-MB-435. Synergy scores: CSS=11.6, Synergy_ZIP=-3.96, Synergy_Bliss=1.16, Synergy_Loewe=0.167, Synergy_HSA=0.192. (6) Synergy scores: CSS=60.8, Synergy_ZIP=-1.16, Synergy_Bliss=-1.41, Synergy_Loewe=-1.74, Synergy_HSA=2.49. Cell line: NCI-H322M. Drug 1: COCCOC1=C(C=C2C(=C1)C(=NC=N2)NC3=CC=CC(=C3)C#C)OCCOC.Cl. Drug 2: CC1C(C(CC(O1)OC2CC(CC3=C2C(=C4C(=C3O)C(=O)C5=CC=CC=C5C4=O)O)(C(=O)C)O)N)O. (7) Drug 1: CCCS(=O)(=O)NC1=C(C(=C(C=C1)F)C(=O)C2=CNC3=C2C=C(C=N3)C4=CC=C(C=C4)Cl)F. Drug 2: C1=CN(C=N1)CC(O)(P(=O)(O)O)P(=O)(O)O. Cell line: K-562. Synergy scores: CSS=3.23, Synergy_ZIP=-0.839, Synergy_Bliss=2.61, Synergy_Loewe=-14.6, Synergy_HSA=-0.791. (8) Drug 1: C1=CC(=CC=C1C#N)C(C2=CC=C(C=C2)C#N)N3C=NC=N3. Drug 2: CN1C(=O)N2C=NC(=C2N=N1)C(=O)N. Cell line: HT29. Synergy scores: CSS=-2.97, Synergy_ZIP=5.29, Synergy_Bliss=7.34, Synergy_Loewe=-1.86, Synergy_HSA=-1.97. (9) Drug 1: C1CCC(C1)C(CC#N)N2C=C(C=N2)C3=C4C=CNC4=NC=N3. Drug 2: CC1=C(C(CCC1)(C)C)C=CC(=CC=CC(=CC(=O)O)C)C. Cell line: MOLT-4. Synergy scores: CSS=7.96, Synergy_ZIP=0.183, Synergy_Bliss=2.85, Synergy_Loewe=3.28, Synergy_HSA=3.73.